From a dataset of Full USPTO retrosynthesis dataset with 1.9M reactions from patents (1976-2016). Predict the reactants needed to synthesize the given product. (1) Given the product [CH3:3][Si:2]1([CH3:4])[N:14]2[C:13](=[N:17][C:16]3[C:15]2=[CH:21][CH:20]=[CH:19][CH:18]=3)[C:8]2[CH:9]=[CH:10][CH:11]=[CH:12][C:7]=2[O:6]1, predict the reactants needed to synthesize it. The reactants are: Cl[Si:2](Cl)([CH3:4])[CH3:3].[OH:6][C:7]1[CH:12]=[CH:11][CH:10]=[CH:9][C:8]=1[C:13]1[NH:14][C:15]2[CH:21]=[CH:20][CH:19]=[CH:18][C:16]=2[N:17]=1.C(N(CC)CC)C. (2) Given the product [CH3:19][O:18][C:16]1[CH:17]=[C:12]2[C:11]([N:10]3[C@H:9]([CH:8]=[N:7][C:13]2=[CH:14][C:15]=1[O:20][CH2:21][C:22]1[CH:23]=[CH:24][CH:25]=[CH:26][CH:27]=1)[CH2:31][C:30]([CH2:32][C:33]([O:35][CH3:36])=[O:34])=[CH:29]3)=[O:28], predict the reactants needed to synthesize it. The reactants are: C(OC([N:7]1[C:13]2[CH:14]=[C:15]([O:20][CH2:21][C:22]3[CH:27]=[CH:26][CH:25]=[CH:24][CH:23]=3)[C:16]([O:18][CH3:19])=[CH:17][C:12]=2[C:11](=[O:28])[N:10]2[CH:29]=[C:30]([CH2:32][C:33]([O:35][CH3:36])=[O:34])[CH2:31][C@H:9]2[C@@H:8]1O)=O)C=C.C1(P(C2C=CC=CC=2)C2C=CC=CC=2)C=CC=CC=1.N1CCCC1. (3) Given the product [Br:1][C:2]1[C:10]2[O:9][C:8]([CH2:11][O:16][CH3:15])=[CH:7][C:6]=2[C:5]([F:13])=[C:4]([F:14])[CH:3]=1, predict the reactants needed to synthesize it. The reactants are: [Br:1][C:2]1[C:10]2[O:9][C:8]([CH2:11]Br)=[CH:7][C:6]=2[C:5]([F:13])=[C:4]([F:14])[CH:3]=1.[CH3:15][OH:16].C[O-].[Na+]. (4) Given the product [CH2:18]([O:15][C:14](=[O:16])[CH2:13][C@@H:10]1[CH2:11][CH2:12][N:8]([C:6]([O:5][C:2]([CH3:1])([CH3:3])[CH3:4])=[O:7])[CH2:9]1)[CH3:19], predict the reactants needed to synthesize it. The reactants are: [CH3:1][C:2]([O:5][C:6]([N:8]1[CH2:12][CH2:11][C@@H:10]([CH2:13][C:14]([OH:16])=[O:15])[CH2:9]1)=[O:7])([CH3:4])[CH3:3].Cl.[CH2:18](N=C=NCCCN(C)C)[CH3:19].C(O)C. (5) Given the product [C:1]([O:5][C:6]([N:8]1[CH2:9][CH2:10][C:11]2([C:15](=[O:16])[N:14]([C:17]3[CH:22]=[CH:21][C:20]([CH:23]4[CH2:28][CH2:27][CH:26]([N:39]5[CH2:40][CH2:41][CH2:42][C@@H:38]5[CH3:37])[CH2:25][CH2:24]4)=[CH:19][C:18]=3[F:34])[CH2:13][CH2:12]2)[CH2:35][CH2:36]1)=[O:7])([CH3:4])([CH3:2])[CH3:3], predict the reactants needed to synthesize it. The reactants are: [C:1]([O:5][C:6]([N:8]1[CH2:36][CH2:35][C:11]2([C:15](=[O:16])[N:14]([C:17]3[CH:22]=[CH:21][C:20]([CH:23]4[CH2:28][CH2:27][CH:26](OS(C)(=O)=O)[CH2:25][CH2:24]4)=[CH:19][C:18]=3[F:34])[CH2:13][CH2:12]2)[CH2:10][CH2:9]1)=[O:7])([CH3:4])([CH3:3])[CH3:2].[CH3:37][C@H:38]1[CH2:42][CH2:41][CH2:40][NH:39]1.